This data is from Forward reaction prediction with 1.9M reactions from USPTO patents (1976-2016). The task is: Predict the product of the given reaction. (1) Given the reactants Cl[C:2]1[C:3]2[C:4](=[CH:18][N:19](CC3C=CC(OC)=CC=3)[N:20]=2)[N:5]=[C:6]([C:8]2[CH:13]=[CH:12][C:11]([O:14][CH3:15])=[C:10]([O:16][CH3:17])[CH:9]=2)[N:7]=1.[N:30]1([C:35]2[CH:41]=[CH:40][C:38]([NH2:39])=[CH:37][CH:36]=2)[CH2:34][CH2:33][CH2:32][CH2:31]1.Cl, predict the reaction product. The product is: [CH3:17][O:16][C:10]1[CH:9]=[C:8]([C:6]2[N:7]=[C:2]([NH:39][C:38]3[CH:37]=[CH:36][C:35]([N:30]4[CH2:34][CH2:33][CH2:32][CH2:31]4)=[CH:41][CH:40]=3)[C:3]3[NH:20][N:19]=[CH:18][C:4]=3[N:5]=2)[CH:13]=[CH:12][C:11]=1[O:14][CH3:15]. (2) Given the reactants CC1[CH:3]=[C:4]([C:7]2[C:8]([C:26]3[CH:31]=[CH:30][CH:29]=[CH:28][CH:27]=3)=[C:9]([C:13]([C:15]([C:17]3[CH:22]=[CH:21][C:20]([N:23]([CH3:25])[CH3:24])=[CH:19][CH:18]=3)=[O:16])=[O:14])[CH:10]=[CH:11][CH:12]=2)SC=1.O[O:33][S:34]([O-:36])=O.[K+].O1[CH2:42][CH2:41][CH2:40][CH2:39]1.O.[CH3:44]O, predict the reaction product. The product is: [CH3:44][S:34]([C:41]1[CH:42]=[CH:3][C:4]([C:7]2[C:8]([C:26]3[CH:27]=[CH:28][CH:29]=[CH:30][CH:31]=3)=[C:9]([C:13]([C:15]([C:17]3[CH:22]=[CH:21][C:20]([N:23]([CH3:24])[CH3:25])=[CH:19][CH:18]=3)=[O:16])=[O:14])[CH:10]=[CH:11][CH:12]=2)=[CH:39][CH:40]=1)(=[O:36])=[O:33]. (3) Given the reactants [Cl:1][C:2]1[C:3]([C:18]2[S:22][C:21]([CH2:23][C:24]([O:26]C)=[O:25])=[CH:20][CH:19]=2)=[N:4][C:5]2[C:10]([C:11]=1[C:12]1[CH:17]=[CH:16][CH:15]=[CH:14][CH:13]=1)=[CH:9][CH:8]=[CH:7][CH:6]=2, predict the reaction product. The product is: [Cl:1][C:2]1[C:3]([C:18]2[S:22][C:21]([CH2:23][C:24]([OH:26])=[O:25])=[CH:20][CH:19]=2)=[N:4][C:5]2[C:10]([C:11]=1[C:12]1[CH:13]=[CH:14][CH:15]=[CH:16][CH:17]=1)=[CH:9][CH:8]=[CH:7][CH:6]=2. (4) Given the reactants [C:1]([C:4]1[CH:13]=[CH:12][C:7]([C:8]([O:10][CH3:11])=[O:9])=[CH:6][C:5]=1[OH:14])(=O)[CH3:2].[NH3:15], predict the reaction product. The product is: [OH:14][C:5]1[CH:6]=[C:7]([CH:12]=[CH:13][C:4]=1[C:1](=[NH:15])[CH3:2])[C:8]([O:10][CH3:11])=[O:9]. (5) Given the reactants [CH2:1]([C:3]1[CH:11]=[C:6]2[CH:7]=[CH:8][CH:9]=[CH:10][N:5]2[N:4]=1)[CH3:2].[I-:12].[Na+].ClN1C(=O)CCC1=O, predict the reaction product. The product is: [CH2:1]([C:3]1[C:11]([I:12])=[C:6]2[CH:7]=[CH:8][CH:9]=[CH:10][N:5]2[N:4]=1)[CH3:2].